This data is from Full USPTO retrosynthesis dataset with 1.9M reactions from patents (1976-2016). The task is: Predict the reactants needed to synthesize the given product. (1) Given the product [O:1]=[C:2]1[N:8]([CH:9]2[CH2:10][CH2:11][N:12]([C:15]([O:17][C@H:18]([CH2:19][C:20]3[CH:25]=[C:24]([C:26]([F:28])([F:29])[F:27])[C:23]([NH2:30])=[C:22]([Cl:31])[CH:21]=3)[C:32]([N:55]3[CH2:54][CH2:53][CH:52]([N:39]4[CH2:44][CH2:43][CH:42]([CH2:45][CH2:46][C:47]([O:49][CH2:50][CH3:51])=[O:48])[CH2:41][CH2:40]4)[CH2:57][CH2:56]3)=[O:34])=[O:16])[CH2:13][CH2:14]2)[CH2:7][CH2:6][C:5]2[CH:35]=[CH:36][CH:37]=[CH:38][C:4]=2[NH:3]1, predict the reactants needed to synthesize it. The reactants are: [O:1]=[C:2]1[N:8]([CH:9]2[CH2:14][CH2:13][N:12]([C:15]([O:17][C@@H:18]([C:32]([OH:34])=O)[CH2:19][C:20]3[CH:25]=[C:24]([C:26]([F:29])([F:28])[F:27])[C:23]([NH2:30])=[C:22]([Cl:31])[CH:21]=3)=[O:16])[CH2:11][CH2:10]2)[CH2:7][CH2:6][C:5]2[CH:35]=[CH:36][CH:37]=[CH:38][C:4]=2[NH:3]1.[N:39]1([CH:52]2[CH2:57][CH2:56][NH:55][CH2:54][CH2:53]2)[CH2:44][CH2:43][CH:42]([CH2:45][CH2:46][C:47]([O:49][CH2:50][CH3:51])=[O:48])[CH2:41][CH2:40]1. (2) The reactants are: [N+:1]([C:4]1[C:5](Cl)=[N:6][C:7]([Cl:11])=[C:8]([Cl:10])[CH:9]=1)([O-:3])=[O:2].[NH2:13][C:14]1[CH:19]=[CH:18][C:17]([CH2:20][CH2:21][OH:22])=[CH:16][CH:15]=1. Given the product [Cl:10][C:8]1[CH:9]=[C:4]([N+:1]([O-:3])=[O:2])[C:5]([NH:13][C:14]2[CH:19]=[CH:18][C:17]([CH2:20][CH2:21][OH:22])=[CH:16][CH:15]=2)=[N:6][C:7]=1[Cl:11], predict the reactants needed to synthesize it. (3) Given the product [C:26]([C@@H:11]1[CH2:10][C@H:9]([O:8][Si:1]([C:4]([CH3:7])([CH3:6])[CH3:5])([CH3:3])[CH3:2])[CH2:14][CH2:13][C@@H:12]1[NH:15][C:16](=[O:25])[O:17][CH2:18][C:19]1[CH:24]=[CH:23][CH:22]=[CH:21][CH:20]=1)(=[O:31])[CH3:33], predict the reactants needed to synthesize it. The reactants are: [Si:1]([O:8][C@@H:9]1[CH2:14][CH2:13][C@H:12]([NH:15][C:16](=[O:25])[O:17][CH2:18][C:19]2[CH:24]=[CH:23][CH:22]=[CH:21][CH:20]=2)[C@H:11]([C:26](=[O:31])N(OC)C)[CH2:10]1)([C:4]([CH3:7])([CH3:6])[CH3:5])([CH3:3])[CH3:2].[Li][CH3:33]. (4) Given the product [C:1]([C:5]1[N:9]([CH3:31])[C:8](=[O:10])[N:7]([C:11]2[CH:16]=[CH:15][C:14]([O:17][C:18]3[CH:23]=[CH:22][N:21]=[C:20]([C:24]4[CH:25]=[N:26][N:27]([CH3:29])[CH:28]=4)[CH:19]=3)=[C:13]([CH3:30])[N:12]=2)[N:6]=1)([CH3:4])([CH3:3])[CH3:2], predict the reactants needed to synthesize it. The reactants are: [C:1]([C:5]1[NH:9][C:8](=[O:10])[N:7]([C:11]2[CH:16]=[CH:15][C:14]([O:17][C:18]3[CH:23]=[CH:22][N:21]=[C:20]([C:24]4[CH:25]=[N:26][N:27]([CH3:29])[CH:28]=4)[CH:19]=3)=[C:13]([CH3:30])[N:12]=2)[N:6]=1)([CH3:4])([CH3:3])[CH3:2].[C:31]([O-])([O-])=O.[Cs+].[Cs+].IC. (5) Given the product [CH:10]1([CH2:13][O:14][C:15]2[CH:20]=[CH:19][C:18]([S:21]([CH3:24])(=[O:23])=[O:22])=[CH:17][C:16]=2[C:2]2[CH:3]=[C:4]([CH3:9])[C:5](=[O:8])[NH:6][CH:7]=2)[CH2:11][CH2:12]1, predict the reactants needed to synthesize it. The reactants are: Br[C:2]1[CH:3]=[C:4]([CH3:9])[C:5](=[O:8])[NH:6][CH:7]=1.[CH:10]1([CH2:13][O:14][C:15]2[CH:20]=[CH:19][C:18]([S:21]([CH3:24])(=[O:23])=[O:22])=[CH:17][C:16]=2B2OC(C)(C)C(C)(C)O2)[CH2:12][CH2:11]1.[O-]P([O-])([O-])=O.[K+].[K+].[K+].N#N.